This data is from Full USPTO retrosynthesis dataset with 1.9M reactions from patents (1976-2016). The task is: Predict the reactants needed to synthesize the given product. (1) Given the product [OH:54][C@H:55]([C:69]1[N:70]=[N:71][N:72]([CH3:74])[N:73]=1)[C@@H:56]([NH:58][C:59](=[O:68])[O:60][CH2:61][C:62]1[CH:67]=[CH:66][CH:65]=[CH:64][CH:63]=1)[CH3:57].[OH:26][C@H:27]([C:41]1[N:45]([CH3:46])[N:44]=[N:43][N:42]=1)[C@@H:28]([NH:30][C:31](=[O:40])[O:32][CH2:33][C:34]1[CH:39]=[CH:38][CH:37]=[CH:36][CH:35]=1)[CH3:29], predict the reactants needed to synthesize it. The reactants are: [F-].C([N+](CCCC)(CCCC)CCCC)CCC.[Si]([O:26][C@H:27]([C:41]1[N:45]([CH3:46])[N:44]=[N:43][N:42]=1)[C@@H:28]([NH:30][C:31](=[O:40])[O:32][CH2:33][C:34]1[CH:39]=[CH:38][CH:37]=[CH:36][CH:35]=1)[CH3:29])(C(C)(C)C)(C)C.[Si]([O:54][C@H:55]([C:69]1[N:70]=[N:71][N:72]([CH3:74])[N:73]=1)[C@@H:56]([NH:58][C:59](=[O:68])[O:60][CH2:61][C:62]1[CH:67]=[CH:66][CH:65]=[CH:64][CH:63]=1)[CH3:57])(C(C)(C)C)(C)C. (2) Given the product [O:54]=[C:20]([N:17]1[CH2:16][CH2:15][CH:14]([N:11]2[CH2:10][CH2:9][NH:8][CH2:13][CH2:12]2)[CH2:19][CH2:18]1)[C@H:21]([NH:33][C:34]([N:36]1[CH2:41][CH2:40][CH:39]([N:42]2[C:46](=[O:47])[NH:45][C:44]([C:48]3[CH:53]=[CH:52][CH:51]=[CH:50][CH:49]=3)=[N:43]2)[CH2:38][CH2:37]1)=[O:35])[CH2:22][C:23]1[CH:32]=[CH:31][C:30]2[CH2:29][CH2:28][CH2:27][CH2:26][C:25]=2[CH:24]=1, predict the reactants needed to synthesize it. The reactants are: C([N:8]1[CH2:13][CH2:12][N:11]([CH:14]2[CH2:19][CH2:18][N:17]([C:20](=[O:54])[C@H:21]([NH:33][C:34]([N:36]3[CH2:41][CH2:40][CH:39]([N:42]4[C:46](=[O:47])[NH:45][C:44]([C:48]5[CH:53]=[CH:52][CH:51]=[CH:50][CH:49]=5)=[N:43]4)[CH2:38][CH2:37]3)=[O:35])[CH2:22][C:23]3[CH:32]=[CH:31][C:30]4[CH2:29][CH2:28][CH2:27][CH2:26][C:25]=4[CH:24]=3)[CH2:16][CH2:15]2)[CH2:10][CH2:9]1)C1C=CC=CC=1.[H][H]. (3) Given the product [C:32]([O:31][C:29]([N:26]1[CH2:25][CH2:24][N:23]([C:4]2[CH:3]=[C:2]([C:44]3[CH:45]=[CH:46][C:47]4[N:48]([C:50]([C:53]5[CH:60]=[CH:59][C:56]([C:57]#[N:58])=[CH:55][CH:54]=5)=[CH:51][N:52]=4)[CH:49]=3)[CH:22]=[CH:21][C:5]=2[C:6]([N:8]2[CH2:9][CH2:10][N:11]([C:14]([O:16][C:17]([CH3:20])([CH3:19])[CH3:18])=[O:15])[CH2:12][CH2:13]2)=[O:7])[CH2:28][CH2:27]1)=[O:30])([CH3:34])([CH3:35])[CH3:33], predict the reactants needed to synthesize it. The reactants are: Br[C:2]1[CH:22]=[CH:21][C:5]([C:6]([N:8]2[CH2:13][CH2:12][N:11]([C:14]([O:16][C:17]([CH3:20])([CH3:19])[CH3:18])=[O:15])[CH2:10][CH2:9]2)=[O:7])=[C:4]([N:23]2[CH2:28][CH2:27][N:26]([C:29]([O:31][C:32]([CH3:35])([CH3:34])[CH3:33])=[O:30])[CH2:25][CH2:24]2)[CH:3]=1.CC1(C)C(C)(C)OB([C:44]2[CH:45]=[CH:46][C:47]3[N:48]([C:50]([C:53]4[CH:60]=[CH:59][C:56]([C:57]#[N:58])=[CH:55][CH:54]=4)=[CH:51][N:52]=3)[CH:49]=2)O1.[O-]P([O-])([O-])=O.[K+].[K+].[K+]. (4) The reactants are: [OH:1][C:2]1[N:6]=[C:5]([C:7]2[CH:12]=[CH:11][C:10]([O:13][CH3:14])=[CH:9][CH:8]=2)[N:4]([C:15]2[CH:20]=[CH:19][C:18]([S:21]([NH2:24])(=[O:23])=[O:22])=[CH:17][CH:16]=2)[N:3]=1.[H-].[Na+].I[CH3:28].O. Given the product [CH3:28][O:1][C:2]1[N:6]=[C:5]([C:7]2[CH:12]=[CH:11][C:10]([O:13][CH3:14])=[CH:9][CH:8]=2)[N:4]([C:15]2[CH:20]=[CH:19][C:18]([S:21]([NH2:24])(=[O:23])=[O:22])=[CH:17][CH:16]=2)[N:3]=1, predict the reactants needed to synthesize it. (5) Given the product [C:16]([CH2:15][O:1][C:2]1[CH:11]=[CH:10][C:5]([C:6]([O:8][CH3:9])=[O:7])=[C:4]([O:12][CH3:13])[CH:3]=1)#[N:17], predict the reactants needed to synthesize it. The reactants are: [OH:1][C:2]1[CH:11]=[CH:10][C:5]([C:6]([O:8][CH3:9])=[O:7])=[C:4]([O:12][CH3:13])[CH:3]=1.Br[CH2:15][C:16]#[N:17].C(=O)([O-])[O-].[K+].[K+]. (6) The reactants are: [CH2:1]([O:3][C:4]1[CH:9]=[CH:8][C:7]([S:10](Cl)(=[O:12])=[O:11])=[CH:6][C:5]=1[C:14]1[NH:19][C:18](=[O:20])[C:17]2=[C:21]([CH3:25])[N:22]=[C:23]([CH3:24])[N:16]2[N:15]=1)[CH3:2].[OH:26][CH2:27][CH:28]1[CH2:33][CH2:32][NH:31][CH2:30][CH2:29]1.C(OC1C=CC(S(N2CCC(O)CC2C)(=O)=O)=CC=1C1NC(=O)C2=C(C)N=C(C)N2N=1)C. Given the product [CH2:1]([O:3][C:4]1[CH:9]=[CH:8][C:7]([S:10]([N:31]2[CH2:32][CH2:33][CH:28]([CH2:27][OH:26])[CH2:29][CH2:30]2)(=[O:12])=[O:11])=[CH:6][C:5]=1[C:14]1[NH:19][C:18](=[O:20])[C:17]2=[C:21]([CH3:25])[N:22]=[C:23]([CH3:24])[N:16]2[N:15]=1)[CH3:2], predict the reactants needed to synthesize it. (7) Given the product [CH3:1][O:2][C:3]1[CH:4]=[C:5]([NH:6][C:17]2[CH:18]=[CH:19][C:20]3[CH2:21][N:22]([CH3:34])[CH2:23][CH:24]([C:28]4[CH:29]=[N:30][CH:31]=[CH:32][CH:33]=4)[O:25][C:26]=3[N:27]=2)[CH:7]=[CH:8][C:9]=1[N:10]1[CH:14]=[C:13]([CH3:15])[N:12]=[CH:11]1, predict the reactants needed to synthesize it. The reactants are: [CH3:1][O:2][C:3]1[CH:4]=[C:5]([CH:7]=[CH:8][C:9]=1[N:10]1[CH:14]=[C:13]([CH3:15])[N:12]=[CH:11]1)[NH2:6].Cl[C:17]1[CH:18]=[CH:19][C:20]2[CH2:21][N:22]([CH3:34])[CH2:23][CH:24]([C:28]3[CH:29]=[N:30][CH:31]=[CH:32][CH:33]=3)[O:25][C:26]=2[N:27]=1.